The task is: Predict the product of the given reaction.. This data is from Forward reaction prediction with 1.9M reactions from USPTO patents (1976-2016). (1) Given the reactants [CH3:1][O:2][C:3](=[O:14])[C:4]1[CH:9]=[C:8]([CH3:10])[CH:7]=[CH:6][C:5]=1[N+:11]([O-:13])=[O:12].[Br:15]C1CC(=O)NC1=O, predict the reaction product. The product is: [CH3:1][O:2][C:3]([C:4]1[CH:9]=[C:8]([CH:7]=[CH:6][C:5]=1[N+:11]([O-:13])=[O:12])[CH2:10][Br:15])=[O:14]. (2) Given the reactants [N+:1]([C:4]1[CH:5]=[C:6]([CH:10]=[C:11]([N+:13]([O-:15])=[O:14])[CH:12]=1)[C:7]([OH:9])=[O:8])([O-:3])=[O:2].O=S(Cl)Cl.[CH2:20](N(CC)CC)C, predict the reaction product. The product is: [CH3:20][O:8][C:7](=[O:9])[C:6]1[CH:5]=[C:4]([N+:1]([O-:3])=[O:2])[CH:12]=[C:11]([N+:13]([O-:15])=[O:14])[CH:10]=1.